This data is from Full USPTO retrosynthesis dataset with 1.9M reactions from patents (1976-2016). The task is: Predict the reactants needed to synthesize the given product. (1) Given the product [Cl:11][C:8]1[CH:9]=[C:10]2[C:5](=[CH:6][CH:7]=1)[NH:4][C:3](=[O:12])[C:2]2([NH:28][CH2:29][C:30]([N:32]([CH3:34])[CH3:33])=[O:31])[C:13]1[CH:18]=[CH:17][CH:16]=[CH:15][C:14]=1[O:19][CH3:20], predict the reactants needed to synthesize it. The reactants are: Cl[C:2]1([C:13]2[CH:18]=[CH:17][CH:16]=[CH:15][C:14]=2[O:19][CH3:20])[C:10]2[C:5](=[CH:6][CH:7]=[C:8]([Cl:11])[CH:9]=2)[NH:4][C:3]1=[O:12].FC(F)(F)C(O)=O.[NH2:28][CH2:29][C:30]([N:32]([CH3:34])[CH3:33])=[O:31]. (2) Given the product [CH:1]([O:4][C:5]1[CH:10]=[CH:9][N:8]=[CH:7][C:6]=1[NH2:11])([CH3:3])[CH3:2], predict the reactants needed to synthesize it. The reactants are: [CH:1]([O:4][C:5]1[CH:10]=[CH:9][N:8]=[CH:7][C:6]=1[N+:11]([O-])=O)([CH3:3])[CH3:2]. (3) Given the product [C:4]([O:3][C:1](=[O:2])[NH:8][C@@H:9]([C:14]([N:21]1[CH2:22][CH2:23][C:18]([OH:17])([C:24]2[CH:25]=[CH:26][CH:27]=[CH:28][CH:29]=2)[CH2:19][CH2:20]1)=[O:16])[C:10]([CH3:11])([CH3:12])[CH3:13])([CH3:5])([CH3:6])[CH3:7], predict the reactants needed to synthesize it. The reactants are: [C:1]([NH:8][C@@H:9]([C:14]([OH:16])=O)[C:10]([CH3:13])([CH3:12])[CH3:11])([O:3][C:4]([CH3:7])([CH3:6])[CH3:5])=[O:2].[OH:17][C:18]1([C:24]2[CH:29]=[CH:28][CH:27]=[CH:26][CH:25]=2)[CH2:23][CH2:22][NH:21][CH2:20][CH2:19]1.C1C=CC2N(O)N=NC=2C=1.C(Cl)CCl.C(N(CC)C(C)C)(C)C. (4) Given the product [CH3:19][N:20]([CH:22]=[C:10]1[C:9]2[CH:13]=[N:14][CH:15]=[CH:16][C:8]=2[NH:7][C:6]2[N:1]=[CH:2][CH:3]=[CH:4][C:5]=2[C:11]1=[O:12])[CH3:21], predict the reactants needed to synthesize it. The reactants are: [N:1]1[C:6]2[NH:7][C:8]3[CH:16]=[CH:15][N:14]=[CH:13][C:9]=3[CH2:10][C:11](=[O:12])[C:5]=2[CH:4]=[CH:3][CH:2]=1.CO[CH:19](OC)[N:20]([CH3:22])[CH3:21]. (5) Given the product [NH2:7][C:8](=[O:35])[C@@H:9]([NH:18][C:19]([C:21]1([NH:27][C:28](=[O:34])[O:29][C:30]([CH3:33])([CH3:32])[CH3:31])[CH2:26][CH2:25][O:24][CH2:23][CH2:22]1)=[O:20])[CH2:10][C:11]1[CH:16]=[CH:15][C:14]([C:42]2[CH:43]=[C:44]3[C:39](=[CH:40][CH:41]=2)[C:38](=[O:49])[N:37]([CH3:36])[CH2:45]3)=[CH:13][CH:12]=1, predict the reactants needed to synthesize it. The reactants are: C(=O)([O-])[O-].[K+].[K+].[NH2:7][C:8](=[O:35])[C@@H:9]([NH:18][C:19]([C:21]1([NH:27][C:28](=[O:34])[O:29][C:30]([CH3:33])([CH3:32])[CH3:31])[CH2:26][CH2:25][O:24][CH2:23][CH2:22]1)=[O:20])[CH2:10][C:11]1[CH:16]=[CH:15][C:14](I)=[CH:13][CH:12]=1.[CH3:36][N:37]1[CH2:45][C:44]2[C:39](=[CH:40][CH:41]=[C:42](B(O)O)[CH:43]=2)[C:38]1=[O:49].